Dataset: Full USPTO retrosynthesis dataset with 1.9M reactions from patents (1976-2016). Task: Predict the reactants needed to synthesize the given product. (1) Given the product [Br:39][CH:23]([C:24]1[CH:29]=[C:28]([CH3:30])[CH:27]=[CH:26][N:25]=1)[C:22]([O:21][CH2:19][CH3:20])=[O:31], predict the reactants needed to synthesize it. The reactants are: C(OOC(=O)C1C=CC=CC=1)(=O)C1C=CC=CC=1.[CH2:19]([O:21][C:22](=[O:31])[CH2:23][C:24]1[CH:29]=[C:28]([CH3:30])[CH:27]=[CH:26][N:25]=1)[CH3:20].C1C(=O)N([Br:39])C(=O)C1.C1CCCCC1. (2) Given the product [N:32]1[CH:11]=[CH:10][CH:18]=[C:17]([CH:16]([OH:19])[CH3:15])[N:33]=1, predict the reactants needed to synthesize it. The reactants are: [Li+].CC([N-]C(C)C)C.Br[C:10]1[CH:18]=[C:17]2C(C[C:15]3(CCC(=O)CC3)[C:16]2=[O:19])=C[CH:11]=1.CON(C)C(C1[N:32]=[N:33]C=CC=1)=O. (3) Given the product [F:26][C:23]([F:24])([F:25])[C:20]1[CH:19]=[CH:18][C:17]([C@H:9]2[CH2:8][C@@H:7]([C:5]3[O:4][NH:3][C:2](=[O:1])[CH:6]=3)[CH2:12][CH2:11][NH:10]2)=[CH:22][CH:21]=1, predict the reactants needed to synthesize it. The reactants are: [O:1]=[C:2]1[CH:6]=[C:5]([C@H:7]2[CH2:12][CH2:11][N:10](C(OC)=O)[C@@H:9]([C:17]3[CH:22]=[CH:21][C:20]([C:23]([F:26])([F:25])[F:24])=[CH:19][CH:18]=3)[CH2:8]2)[O:4][NH:3]1.Br. (4) Given the product [O:22]1[CH:23]=[CH:24][C:20]([NH:19][C:13](=[O:15])[C:12]2[CH:16]=[CH:17][CH:18]=[C:10]([S:7]([N:1]3[CH2:2][CH2:3][CH2:4][CH2:5][CH2:6]3)(=[O:8])=[O:9])[CH:11]=2)=[N:21]1, predict the reactants needed to synthesize it. The reactants are: [N:1]1([S:7]([C:10]2[CH:11]=[C:12]([CH:16]=[CH:17][CH:18]=2)[C:13]([OH:15])=O)(=[O:9])=[O:8])[CH2:6][CH2:5][CH2:4][CH2:3][CH2:2]1.[NH2:19][C:20]1[CH:24]=[CH:23][O:22][N:21]=1.